From a dataset of Full USPTO retrosynthesis dataset with 1.9M reactions from patents (1976-2016). Predict the reactants needed to synthesize the given product. Given the product [CH3:21][O:11][C:10](=[O:12])[CH2:9][C:6]1[C:5]2[C:13]([CH3:15])=[CH:14][C:2]([OH:1])=[CH:3][C:4]=2[O:8][CH:7]=1, predict the reactants needed to synthesize it. The reactants are: [OH:1][C:2]1[CH:14]=[C:13]([CH3:15])[C:5]2[C:6]([CH2:9][C:10]([OH:12])=[O:11])=[CH:7][O:8][C:4]=2[CH:3]=1.S(=O)(=O)(O)O.[CH3:21]O.